From a dataset of Catalyst prediction with 721,799 reactions and 888 catalyst types from USPTO. Predict which catalyst facilitates the given reaction. (1) Reactant: [NH2:1][C:2]1[CH:3]=[N:4][CH:5]=[CH:6][C:7]=1[C:8]1[C:9]2[O:18][C:17]([CH2:19][N:20]3[CH2:25][CH2:24][N:23]([S:26]([CH3:29])(=[O:28])=[O:27])[CH2:22][C@H:21]3[CH3:30])=[CH:16][C:10]=2[C:11](=[O:15])[N:12]([CH3:14])[CH:13]=1.[CH:31]1([CH:34]=O)[CH2:33][CH2:32]1. Product: [CH:31]1([CH2:34][NH:1][C:2]2[CH:3]=[N:4][CH:5]=[CH:6][C:7]=2[C:8]2[C:9]3[O:18][C:17]([CH2:19][N:20]4[CH2:25][CH2:24][N:23]([S:26]([CH3:29])(=[O:28])=[O:27])[CH2:22][C@H:21]4[CH3:30])=[CH:16][C:10]=3[C:11](=[O:15])[N:12]([CH3:14])[CH:13]=2)[CH2:33][CH2:32]1. The catalyst class is: 130. (2) Reactant: [Br:1][CH2:2][C:3]([C:5]1[CH:10]=[CH:9][C:8]([OH:11])=[CH:7][CH:6]=1)=[O:4].[C:12]1([C@@H:18]([NH:30][C:31]2[CH:36]=[CH:35][CH:34]=[CH:33][CH:32]=2)[C:19]([O:21][C@@H:22]2[CH:27]3[CH2:28][CH2:29][N:24]([CH2:25][CH2:26]3)[CH2:23]2)=[O:20])[CH:17]=[CH:16][CH:15]=[CH:14][CH:13]=1. Product: [Br-:1].[OH:11][C:8]1[CH:9]=[CH:10][C:5]([C:3](=[O:4])[CH2:2][N+:24]23[CH2:25][CH2:26][CH:27]([CH2:28][CH2:29]2)[C@@H:22]([O:21][C:19](=[O:20])[C@@H:18]([C:12]2[CH:17]=[CH:16][CH:15]=[CH:14][CH:13]=2)[NH:30][C:31]2[CH:36]=[CH:35][CH:34]=[CH:33][CH:32]=2)[CH2:23]3)=[CH:6][CH:7]=1. The catalyst class is: 25. (3) Reactant: [F:1][C:2]1[CH:7]=[CH:6][C:5]([C:8]2[C:12]3[CH2:13][NH:14][CH2:15][CH2:16][C:11]=3[N:10]([CH:17]([C:19]3[CH:24]=[CH:23][C:22]([F:25])=[CH:21][CH:20]=3)[CH3:18])[N:9]=2)=[CH:4][CH:3]=1.C(N(CC)CC)C.[CH3:33][S:34](Cl)(=[O:36])=[O:35]. Product: [F:1][C:2]1[CH:7]=[CH:6][C:5]([C:8]2[C:12]3[CH2:13][N:14]([S:34]([CH3:33])(=[O:36])=[O:35])[CH2:15][CH2:16][C:11]=3[N:10]([C@@H:17]([C:19]3[CH:20]=[CH:21][C:22]([F:25])=[CH:23][CH:24]=3)[CH3:18])[N:9]=2)=[CH:4][CH:3]=1. The catalyst class is: 2. (4) Reactant: [NH2:1][CH2:2][CH2:3][N:4]1[C:13]2[C:8](=[N:9][CH:10]=[C:11]([CH2:14][C:15]3[CH:20]=[CH:19][C:18]([F:21])=[CH:17][CH:16]=3)[CH:12]=2)[C:7]([OH:22])=[C:6]([C:23]([NH:25][CH2:26][CH2:27][O:28][CH2:29][CH3:30])=[O:24])[C:5]1=[O:31].C(N(C(C)C)CC)(C)C.[C:41](OC(=O)C)(=[O:43])[CH3:42].O. Product: [C:41]([NH:1][CH2:2][CH2:3][N:4]1[C:13]2[C:8](=[N:9][CH:10]=[C:11]([CH2:14][C:15]3[CH:16]=[CH:17][C:18]([F:21])=[CH:19][CH:20]=3)[CH:12]=2)[C:7]([OH:22])=[C:6]([C:23]([NH:25][CH2:26][CH2:27][O:28][CH2:29][CH3:30])=[O:24])[C:5]1=[O:31])(=[O:43])[CH3:42]. The catalyst class is: 3. (5) Reactant: S1(C2[C:7](=CC=CC=2)[C:5](=[O:6])N1)(=O)=O.[C:13]([O:16][CH2:17][CH3:18])(=[O:15])[CH3:14].OC(C1SC=CC=1)(C1SC=CC=1)C(O[C@H]1CC[C@H](N(CCCN2C3C=CC(CNCC(O)C4C=CC(O)=C5C=4C=CC(=O)N5)=CC=3N=N2)C)CC1)=O. Product: [CH3:7][CH2:5][OH:6].[C:13]([O:16][CH2:17][CH3:18])(=[O:15])[CH3:14]. The catalyst class is: 8. (6) Reactant: [F:1][C:2]1[CH:7]=[CH:6][C:5]([F:8])=[CH:4][C:3]=1[CH:9]1[CH2:18][CH2:17][C:16]2[C:11](=[CH:12][CH:13]=[C:14]([OH:19])[CH:15]=2)[O:10]1.CC(C)([O-])C.[K+].Cl[C:27]1[CH:32]=[CH:31][C:30]([O:33][CH2:34][CH3:35])=[CH:29][C:28]=1[N+:36]([O-:38])=[O:37].Cl. Product: [F:1][C:2]1[CH:7]=[CH:6][C:5]([F:8])=[CH:4][C:3]=1[CH:9]1[CH2:18][CH2:17][C:16]2[C:11](=[CH:12][CH:13]=[C:14]([O:19][C:27]3[CH:32]=[CH:31][C:30]([O:33][CH2:34][CH3:35])=[CH:29][C:28]=3[N+:36]([O-:38])=[O:37])[CH:15]=2)[O:10]1. The catalyst class is: 3. (7) Reactant: [F:1][C:2]1[CH:8]=[CH:7][C:6]([N+:9]([O-:11])=[O:10])=[CH:5][C:3]=1[NH2:4].[CH3:12][C:13]([O:16][C:17](O[C:17]([O:16][C:13]([CH3:15])([CH3:14])[CH3:12])=[O:18])=[O:18])([CH3:15])[CH3:14]. Product: [F:1][C:2]1[CH:8]=[CH:7][C:6]([N+:9]([O-:11])=[O:10])=[CH:5][C:3]=1[NH:4][C:17](=[O:18])[O:16][C:13]([CH3:15])([CH3:14])[CH3:12]. The catalyst class is: 230.